This data is from Reaction yield outcomes from USPTO patents with 853,638 reactions. The task is: Predict the reaction yield, written as a fraction of the theoretical maximum amount of product (1.0 means a 100% yield; for example, 0.34 means a 34% yield). (1) The reactants are [CH3:1][N:2]1[C:11]2[C:6](=[CH:7][CH:8]=[CH:9][CH:10]=2)[CH:5]=[CH:4][C:3]1=[S:12].[C:13]1([CH3:24])[CH:18]=[CH:17][C:16]([S:19]([O:22]C)(=[O:21])=[O:20])=[CH:15][CH:14]=1. No catalyst specified. The product is [C:13]1([CH3:24])[CH:14]=[CH:15][C:16]([S:19]([O-:22])(=[O:20])=[O:21])=[CH:17][CH:18]=1.[CH3:1][N+:2]1[C:11]2[C:6](=[CH:7][CH:8]=[CH:9][CH:10]=2)[CH:5]=[CH:4][C:3]=1[S:12][CH3:13]. The yield is 0.970. (2) The reactants are C1(C2C=CC=CC=2)C=CC=CC=1.Cl[C:14]1[C:15](=[O:39])[C:16](=[O:38])[C:17]=1[NH:18][C:19]1[CH:24]=[CH:23][C:22]([Cl:25])=[C:21]([S:26]([N:29]2[CH2:35][CH2:34][CH2:33][N:32]([CH3:36])[CH2:31][CH2:30]2)(=[O:28])=[O:27])[C:20]=1[OH:37].[Cl:40][C:41]1[CH:47]=[CH:46][CH:45]=[CH:44][C:42]=1[NH2:43]. The catalyst is CN(C=O)C. The product is [Cl:25][C:22]1[CH:23]=[CH:24][C:19]([NH:18][C:17]2[C:16](=[O:38])[C:15](=[O:39])[C:14]=2[NH:43][C:42]2[CH:44]=[CH:45][CH:46]=[CH:47][C:41]=2[Cl:40])=[C:20]([OH:37])[C:21]=1[S:26]([N:29]1[CH2:35][CH2:34][CH2:33][N:32]([CH3:36])[CH2:31][CH2:30]1)(=[O:27])=[O:28]. The yield is 0.300.